This data is from Reaction yield outcomes from USPTO patents with 853,638 reactions. The task is: Predict the reaction yield, written as a fraction of the theoretical maximum amount of product (1.0 means a 100% yield; for example, 0.34 means a 34% yield). (1) The product is [Cl:1][C:2]1[N:6]2[CH:7]=[C:8]([CH:11]=[O:12])[CH:9]=[CH:10][C:5]2=[N:4][CH:3]=1. The reactants are [Cl:1][C:2]1[N:6]2[CH:7]=[C:8]([CH2:11][OH:12])[CH:9]=[CH:10][C:5]2=[N:4][CH:3]=1. The yield is 0.800. The catalyst is C(Cl)(Cl)Cl.O=[Mn]=O. (2) The reactants are [C:1]1([CH2:7][CH2:8][N:9]2[C:14](=[O:15])[C:13]3[CH:16]=[CH:17][S:18][C:12]=3[NH:11][C:10]2=[O:19])[CH:6]=[CH:5][CH:4]=[CH:3][CH:2]=1.Br[CH2:21][C:22]1[CH:27]=[CH:26][C:25]([C:28]2[C:29]([C:34]#[N:35])=[CH:30][CH:31]=[CH:32][CH:33]=2)=[CH:24][CH:23]=1.C(=O)([O-])[O-].[K+].[K+]. The catalyst is C(#N)C. The product is [O:19]=[C:10]1[N:11]([CH2:21][C:22]2[CH:23]=[CH:24][C:25]([C:28]3[C:29]([C:34]#[N:35])=[CH:30][CH:31]=[CH:32][CH:33]=3)=[CH:26][CH:27]=2)[C:12]2[S:18][CH:17]=[CH:16][C:13]=2[C:14](=[O:15])[N:9]1[CH2:8][CH2:7][C:1]1[CH:6]=[CH:5][CH:4]=[CH:3][CH:2]=1. The yield is 0.970. (3) The reactants are [NH2:1][C:2]1[CH:6]=[C:5]([C:7]2[CH:12]=[CH:11][CH:10]=[C:9]([F:13])[CH:8]=2)[S:4][C:3]=1[C:14]([O:16][CH3:17])=[O:15].ClC(Cl)(Cl)[C:20]([N:22]=C=O)=[O:21]. The catalyst is C1COCC1.CO. The product is [NH2:22][C:20]([NH:1][C:2]1[CH:6]=[C:5]([C:7]2[CH:12]=[CH:11][CH:10]=[C:9]([F:13])[CH:8]=2)[S:4][C:3]=1[C:14]([O:16][CH3:17])=[O:15])=[O:21]. The yield is 0.970. (4) The reactants are O[N:2]=[C:3]([C:5]1[C:6]([OH:32])=[CH:7][C:8]2[O:31][CH2:30][C:11]3([C:19]4[C:14](=[CH:15][CH:16]=[CH:17][CH:18]=4)[N:13]([CH2:20][C:21]4[CH:26]=[CH:25][C:24]([O:27][CH3:28])=[CH:23][CH:22]=4)[C:12]3=[O:29])[C:9]=2[CH:10]=1)[NH2:4].C1(P(C2C=CC=CC=2)C2C=CC=CC=2)C=CC=CC=1.N(C(OCC)=O)=NC(OCC)=O.[OH-].[Na+]. The catalyst is O1CCCC1. The product is [NH2:4][C:3]1[C:5]2[CH:10]=[C:9]3[C:11]4([C:19]5[C:14](=[CH:15][CH:16]=[CH:17][CH:18]=5)[N:13]([CH2:20][C:21]5[CH:26]=[CH:25][C:24]([O:27][CH3:28])=[CH:23][CH:22]=5)[C:12]4=[O:29])[CH2:30][O:31][C:8]3=[CH:7][C:6]=2[O:32][N:2]=1. The yield is 0.190. (5) The reactants are [F:1][C:2]1[CH:7]=[CH:6][C:5]([C:8]2[O:23][C:11]3=[N:12][C:13]([N:17]([CH3:22])[S:18]([CH3:21])(=[O:20])=[O:19])=[C:14](I)[CH:15]=[C:10]3[C:9]=2[C:24]([NH:26][CH3:27])=[O:25])=[CH:4][CH:3]=1.[B:28]([OH:33])([OH:32])B(O)O.CC([O-])=O.[K+]. The catalyst is CCO.CC([O-])=O.CC([O-])=O.[Pd+2]. The product is [F:1][C:2]1[CH:7]=[CH:6][C:5]([C:8]2[O:23][C:11]3=[N:12][C:13]([N:17]([CH3:22])[S:18]([CH3:21])(=[O:20])=[O:19])=[C:14]([B:28]([OH:33])[OH:32])[CH:15]=[C:10]3[C:9]=2[C:24](=[O:25])[NH:26][CH3:27])=[CH:4][CH:3]=1. The yield is 0.400. (6) The reactants are [C:1]([C:3]1[C:4](=[O:20])[NH:5][C:6](=[O:19])[N:7]([C:9]2[CH:10]=[C:11]([NH:15][C:16](=[O:18])[CH3:17])[CH:12]=[CH:13][CH:14]=2)[N:8]=1)#[N:2].[Cl:21][C:22]1[CH:29]=[CH:28][C:25]([CH2:26]Br)=[CH:24][CH:23]=1.C(=O)([O-])[O-].[K+].[K+].O. The catalyst is CC#N. The product is [Cl:21][C:22]1[CH:29]=[CH:28][C:25]([CH2:26][N:5]2[C:4](=[O:20])[C:3]([C:1]#[N:2])=[N:8][N:7]([C:9]3[CH:10]=[C:11]([NH:15][C:16](=[O:18])[CH3:17])[CH:12]=[CH:13][CH:14]=3)[C:6]2=[O:19])=[CH:24][CH:23]=1. The yield is 0.630. (7) The reactants are [C:1]1([C:7]2[O:11][N:10]=[C:9]([C:12]([O:14]CC)=O)[N:8]=2)[CH:6]=[CH:5][CH:4]=[CH:3][CH:2]=1.Cl.[Cl:18][C:19]1[CH:20]=[C:21]2[C:25](=[CH:26][CH:27]=1)[NH:24][CH:23]=[C:22]2[CH2:28][CH2:29][NH2:30].CN(C(ON1N=NC2C=CC=NC1=2)=[N+](C)C)C.F[P-](F)(F)(F)(F)F.C(N(CC)C(C)C)(C)C. The catalyst is C1COCC1.[OH-].[Na+].O.CN(C=O)C. The product is [Cl:18][C:19]1[CH:20]=[C:21]2[C:25](=[CH:26][CH:27]=1)[NH:24][CH:23]=[C:22]2[CH2:28][CH2:29][NH:30][C:12]([C:9]1[N:8]=[C:7]([C:1]2[CH:2]=[CH:3][CH:4]=[CH:5][CH:6]=2)[O:11][N:10]=1)=[O:14]. The yield is 0.240.